From a dataset of Full USPTO retrosynthesis dataset with 1.9M reactions from patents (1976-2016). Predict the reactants needed to synthesize the given product. (1) The reactants are: [CH3:1][C:2]([C:4]1[C:5]([OH:11])=[CH:6][CH:7]=[CH:8][C:9]=1O)=O.O.[NH2:13][NH2:14].O.C(O)(=O)C. Given the product [CH3:1][C:2]1[C:4]2[C:5]([OH:11])=[CH:6][CH:7]=[CH:8][C:9]=2[NH:14][N:13]=1, predict the reactants needed to synthesize it. (2) Given the product [CH2:1]([C:8]1[CH:13]=[CH:12][N:11]=[C:10]([CH2:14][Cl:18])[CH:9]=1)[C:2]1[CH:7]=[CH:6][CH:5]=[CH:4][CH:3]=1, predict the reactants needed to synthesize it. The reactants are: [CH2:1]([C:8]1[CH:13]=[CH:12][N:11]=[C:10]([CH2:14]O)[CH:9]=1)[C:2]1[CH:7]=[CH:6][CH:5]=[CH:4][CH:3]=1.O=S(Cl)[Cl:18]. (3) Given the product [NH2:22][C:23]1[N:24]=[CH:25][C:26]([C:16]2[CH:17]=[CH:18][C:12]3[O:11][CH2:10][CH2:9][N:8]([C:6]([O:5][C:2]([CH3:4])([CH3:3])[CH3:1])=[O:7])[CH2:14][C:13]=3[CH:15]=2)=[CH:27][C:28]=1[S:29]([NH2:32])(=[O:31])=[O:30], predict the reactants needed to synthesize it. The reactants are: [CH3:1][C:2]([O:5][C:6]([N:8]1[CH2:14][C:13]2[CH:15]=[C:16](B(O)O)[CH:17]=[CH:18][C:12]=2[O:11][CH2:10][CH2:9]1)=[O:7])([CH3:4])[CH3:3].[NH2:22][C:23]1[C:28]([S:29]([NH2:32])(=[O:31])=[O:30])=[CH:27][C:26](Br)=[CH:25][N:24]=1.C(=O)([O-])[O-].[K+].[K+].